Task: Predict the reactants needed to synthesize the given product.. Dataset: Full USPTO retrosynthesis dataset with 1.9M reactions from patents (1976-2016) (1) Given the product [O:14]=[C:2]1[CH2:5][CH:4]([NH:6][C:7](=[O:13])[O:8][C:9]([CH3:12])([CH3:11])[CH3:10])[CH2:3]1, predict the reactants needed to synthesize it. The reactants are: C=[C:2]1[CH2:5][CH:4]([NH:6][C:7](=[O:13])[O:8][C:9]([CH3:12])([CH3:11])[CH3:10])[CH2:3]1.[O:14]=[O+][O-].CCOC(C)=O. (2) Given the product [NH2:22][CH2:21][CH2:20][NH:23][C:3]1[CH:4]=[C:5]2[C:10](=[CH:11][C:2]=1[Cl:1])[N:9]([CH:12]1[CH2:14][CH2:13]1)[CH:8]=[C:7]([C:15]([OH:17])=[O:16])[C:6]2=[O:18], predict the reactants needed to synthesize it. The reactants are: [Cl:1][C:2]1[CH:11]=[C:10]2[C:5]([C:6](=[O:18])[C:7]([C:15]([OH:17])=[O:16])=[CH:8][N:9]2[CH:12]2[CH2:14][CH2:13]2)=[CH:4][C:3]=1F.[CH2:20]([NH2:23])[CH2:21][NH2:22].O.